Dataset: Reaction yield outcomes from USPTO patents with 853,638 reactions. Task: Predict the reaction yield, written as a fraction of the theoretical maximum amount of product (1.0 means a 100% yield; for example, 0.34 means a 34% yield). (1) The reactants are [NH2:1][C:2]1[CH:7]=[CH:6][C:5]([C:8]2[N:9]([CH2:21][CH3:22])[C:10]3[C:15]([C:16]=2[C:17]#[N:18])=[CH:14][CH:13]=[C:12]([O:19][CH3:20])[CH:11]=3)=[CH:4][CH:3]=1.[Cl:23][CH2:24][CH2:25][N:26]=[C:27]=[O:28]. The catalyst is C1COCC1. The product is [Cl:23][CH2:24][CH2:25][NH:26][C:27]([NH:1][C:2]1[CH:3]=[CH:4][C:5]([C:8]2[N:9]([CH2:21][CH3:22])[C:10]3[C:15]([C:16]=2[C:17]#[N:18])=[CH:14][CH:13]=[C:12]([O:19][CH3:20])[CH:11]=3)=[CH:6][CH:7]=1)=[O:28]. The yield is 0.910. (2) The reactants are Br[C:2]1[CH:7]=[CH:6][C:5]([C:8]2[N:9]=[C:10]([N:13]3[C@H:17]([CH2:18][CH3:19])[CH2:16][O:15][C:14]3=[O:20])[S:11][CH:12]=2)=[CH:4][CH:3]=1.[CH3:21][N:22](C=O)C. The catalyst is C(OCC)(=O)C.[C-]#N.[Zn+2].[C-]#N.C1C=CC([P]([Pd]([P](C2C=CC=CC=2)(C2C=CC=CC=2)C2C=CC=CC=2)([P](C2C=CC=CC=2)(C2C=CC=CC=2)C2C=CC=CC=2)[P](C2C=CC=CC=2)(C2C=CC=CC=2)C2C=CC=CC=2)(C2C=CC=CC=2)C2C=CC=CC=2)=CC=1. The product is [CH2:18]([C@@H:17]1[CH2:16][O:15][C:14](=[O:20])[N:13]1[C:10]1[S:11][CH:12]=[C:8]([C:5]2[CH:6]=[CH:7][C:2]([C:21]#[N:22])=[CH:3][CH:4]=2)[N:9]=1)[CH3:19]. The yield is 0.540.